From a dataset of Reaction yield outcomes from USPTO patents with 853,638 reactions. Predict the reaction yield, written as a fraction of the theoretical maximum amount of product (1.0 means a 100% yield; for example, 0.34 means a 34% yield). (1) The reactants are Br[C:2]1[CH:3]=[C:4]([N:8]2[C:16]3[C:11](=[CH:12][C:13]([CH2:17][NH:18][C:19](=[O:21])[CH3:20])=[CH:14][CH:15]=3)[C:10]([C:22]([O:24][CH3:25])=[O:23])=[N:9]2)[CH:5]=[CH:6][CH:7]=1.[C:26]([C@:28]1([OH:35])[CH2:32][CH2:31][N:30]([CH3:33])[C:29]1=[O:34])#[CH:27]. No catalyst specified. The product is [C:19]([NH:18][CH2:17][C:13]1[CH:12]=[C:11]2[C:16](=[CH:15][CH:14]=1)[N:8]([C:4]1[CH:5]=[CH:6][CH:7]=[C:2]([C:27]#[C:26][C@:28]3([OH:35])[CH2:32][CH2:31][N:30]([CH3:33])[C:29]3=[O:34])[CH:3]=1)[N:9]=[C:10]2[C:22]([O:24][CH3:25])=[O:23])(=[O:21])[CH3:20]. The yield is 0.490. (2) The reactants are [C:1]([O:4][CH:5]1[CH2:13][C:12]2[C:7](=[CH:8][CH:9]=[C:10](C[C@H](NC(OC(C)(C)C)=O)C(O)=O)[CH:11]=2)[CH2:6]1)(=[O:3])[CH3:2].C1C2C(=CC=CC=2)CC1O. The catalyst is C(Cl)(=O)C. The product is [C:1]([O:4][CH:5]1[CH2:13][C:12]2[C:7](=[CH:8][CH:9]=[CH:10][CH:11]=2)[CH2:6]1)(=[O:3])[CH3:2]. The yield is 0.990. (3) The product is [S:35](=[O:37])(=[O:36])([O:15][CH2:14][C@@H:13]1[C@@H:9]([O:8][Si:1]([C:4]([CH3:5])([CH3:6])[CH3:7])([CH3:2])[CH3:3])[CH2:10][C@H:11]([N:16]2[C:20]3[N:21]=[CH:22][N:23]=[C:24]([NH:25][C:26](=[O:33])[C:27]4[CH:28]=[CH:29][CH:30]=[CH:31][CH:32]=4)[C:19]=3[CH:18]=[CH:17]2)[O:12]1)[NH2:38]. No catalyst specified. The reactants are [Si:1]([O:8][C@@H:9]1[C@@H:13]([CH2:14][OH:15])[O:12][C@@H:11]([N:16]2[C:20]3[N:21]=[CH:22][N:23]=[C:24]([NH:25][C:26](=[O:33])[C:27]4[CH:32]=[CH:31][CH:30]=[CH:29][CH:28]=4)[C:19]=3[CH:18]=[CH:17]2)[CH2:10]1)([C:4]([CH3:7])([CH3:6])[CH3:5])([CH3:3])[CH3:2].Cl[S:35]([NH2:38])(=[O:37])=[O:36]. The yield is 0.480. (4) The yield is 0.960. The catalyst is C1COCC1. The product is [N:15]1([CH2:14][CH2:13][O:11][C:9]2[CH:8]=[CH:7][C:5]3[N:6]=[C:2]([NH2:1])[S:3][C:4]=3[CH:10]=2)[CH2:20][CH2:19][O:18][CH2:17][CH2:16]1. The reactants are [NH2:1][C:2]1[S:3][C:4]2[CH:10]=[C:9]([OH:11])[CH:8]=[CH:7][C:5]=2[N:6]=1.O[CH2:13][CH2:14][N:15]1[CH2:20][CH2:19][O:18][CH2:17][CH2:16]1.C1(P(C2C=CC=CC=2)C2C=CC=CC=2)C=CC=CC=1.N(C(OCC)=O)=NC(OCC)=O.